From a dataset of Catalyst prediction with 721,799 reactions and 888 catalyst types from USPTO. Predict which catalyst facilitates the given reaction. (1) Reactant: C(OC(=O)[CH2:5][N:6]([CH2:22][C:23]1[CH:28]=[CH:27][CH:26]=[CH:25][CH:24]=1)[C:7](=[O:21])[C@@H:8]([NH:13][C:14](OC(C)(C)C)=[O:15])[CH2:9][CH:10]([CH3:12])[CH3:11])C. Product: [CH2:22]([N:6]1[CH2:5][C:14](=[O:15])[NH:13][C@@H:8]([CH2:9][CH:10]([CH3:12])[CH3:11])[C:7]1=[O:21])[C:23]1[CH:28]=[CH:27][CH:26]=[CH:25][CH:24]=1. The catalyst class is: 4. (2) Reactant: [CH:1]([C:3]1[CH:28]=[CH:27][C:6]([O:7][CH2:8][C:9]2[N:10]=[C:11]([C:15]3[CH:16]=[C:17]([CH2:21][C:22]([O:24][CH2:25][CH3:26])=[O:23])[CH:18]=[CH:19][CH:20]=3)[O:12][C:13]=2[CH3:14])=[C:5]([O:29][CH3:30])[CH:4]=1)=[O:2].C(O)C.[BH4-].[Na+].O. Product: [OH:2][CH2:1][C:3]1[CH:28]=[CH:27][C:6]([O:7][CH2:8][C:9]2[N:10]=[C:11]([C:15]3[CH:16]=[C:17]([CH2:21][C:22]([O:24][CH2:25][CH3:26])=[O:23])[CH:18]=[CH:19][CH:20]=3)[O:12][C:13]=2[CH3:14])=[C:5]([O:29][CH3:30])[CH:4]=1. The catalyst class is: 7. (3) Reactant: Cl[C:2]1[CH:3]=[CH:4][C:5]2[N:6]([N:9]=[C:10]([CH:12]=[CH:13][C:14]3[N:18]([CH3:19])[N:17]=[C:16]([N:20]4[CH2:24][CH2:23][CH2:22][CH2:21]4)[N:15]=3)[N:11]=2)[C:7]=1[CH3:8].C(N(CC)CC)C. Product: [CH3:8][C:7]1[N:6]2[N:9]=[C:10]([CH2:12][CH2:13][C:14]3[N:18]([CH3:19])[N:17]=[C:16]([N:20]4[CH2:24][CH2:23][CH2:22][CH2:21]4)[N:15]=3)[N:11]=[C:5]2[CH:4]=[CH:3][CH:2]=1. The catalyst class is: 63. (4) Reactant: C([O:5][C:6]([C:8]1[C:16]2[C:15](=[O:17])[N:14]([CH2:18][O:19][CH2:20][CH2:21][Si:22]([CH3:25])([CH3:24])[CH3:23])[N:13]=[CH:12][C:11]=2[N:10]([CH2:26][O:27][CH2:28][CH2:29][Si:30]([CH3:33])([CH3:32])[CH3:31])[CH:9]=1)=[CH2:7])CCC.O.[Br:35]N1C(=O)CCC1=O. Product: [Br:35][CH2:5][C:6]([C:8]1[C:16]2[C:15](=[O:17])[N:14]([CH2:18][O:19][CH2:20][CH2:21][Si:22]([CH3:25])([CH3:24])[CH3:23])[N:13]=[CH:12][C:11]=2[N:10]([CH2:26][O:27][CH2:28][CH2:29][Si:30]([CH3:33])([CH3:32])[CH3:31])[CH:9]=1)=[O:7]. The catalyst class is: 7. (5) Reactant: Cl[C:2]1[N:7]=[CH:6][N:5]=[C:4]([NH:8][C:9]2[CH:33]=[CH:32][C:12]([C:13]([NH:15][C:16]3[S:20][N:19]=[C:18]([C:21]4[CH:26]=[CH:25][C:24]([F:27])=[C:23]([C:28]([F:31])([F:30])[F:29])[CH:22]=4)[N:17]=3)=[O:14])=[CH:11][CH:10]=2)[CH:3]=1.[NH:34]1[CH2:38][CH2:37][CH2:36][CH2:35]1. Product: [F:27][C:24]1[CH:25]=[CH:26][C:21]([C:18]2[N:17]=[C:16]([NH:15][C:13](=[O:14])[C:12]3[CH:32]=[CH:33][C:9]([NH:8][C:4]4[CH:3]=[C:2]([N:34]5[CH2:38][CH2:37][CH2:36][CH2:35]5)[N:7]=[CH:6][N:5]=4)=[CH:10][CH:11]=3)[S:20][N:19]=2)=[CH:22][C:23]=1[C:28]([F:31])([F:30])[F:29]. The catalyst class is: 1.